The task is: Predict the reactants needed to synthesize the given product.. This data is from Full USPTO retrosynthesis dataset with 1.9M reactions from patents (1976-2016). (1) Given the product [F:5][C:6]1[CH:11]=[CH:10][C:9]([C:12]2[C:13](=[O:15])[NH:3][CH2:2][CH2:1][N:4]=2)=[C:8]([O:19][CH3:20])[CH:7]=1, predict the reactants needed to synthesize it. The reactants are: [CH2:1]([NH2:4])[CH2:2][NH2:3].[F:5][C:6]1[CH:11]=[CH:10][C:9]([C:12](=O)[C:13]([O:15]CC)=O)=[C:8]([O:19][CH3:20])[CH:7]=1. (2) Given the product [Si:27]([O:34][CH:35]1[CH2:36][CH:37]([NH:42][C:2]2[N:7]=[C:6]([C:8]3[C:16]4[C:11](=[CH:12][CH:13]=[CH:14][CH:15]=4)[N:10]([S:17]([C:20]4[CH:25]=[CH:24][CH:23]=[CH:22][CH:21]=4)(=[O:18])=[O:19])[CH:9]=3)[C:5]([Cl:26])=[CH:4][N:3]=2)[CH2:38][CH:39]([NH2:41])[CH2:40]1)([C:30]([CH3:33])([CH3:32])[CH3:31])([CH3:29])[CH3:28], predict the reactants needed to synthesize it. The reactants are: Cl[C:2]1[N:7]=[C:6]([C:8]2[C:16]3[C:11](=[CH:12][CH:13]=[CH:14][CH:15]=3)[N:10]([S:17]([C:20]3[CH:25]=[CH:24][CH:23]=[CH:22][CH:21]=3)(=[O:19])=[O:18])[CH:9]=2)[C:5]([Cl:26])=[CH:4][N:3]=1.[Si:27]([O:34][CH:35]1[CH2:40][CH:39]([NH2:41])[CH2:38][CH:37]([NH2:42])[CH2:36]1)([C:30]([CH3:33])([CH3:32])[CH3:31])([CH3:29])[CH3:28].CCN(C(C)C)C(C)C. (3) Given the product [C:1]([O-:7])(=[O:6])[C:2]([CH3:5])([CH3:4])[CH3:3].[F:24][C:23]([F:26])([F:25])[C:19]1[CH:18]=[C:17]([Zn+:8])[CH:22]=[CH:21][CH:20]=1, predict the reactants needed to synthesize it. The reactants are: [C:1]([O-:7])(=[O:6])[C:2]([CH3:5])([CH3:4])[CH3:3].[Zn+2:8].C([O-])(=O)C(C)(C)C.Br[C:17]1[CH:22]=[CH:21][CH:20]=[C:19]([C:23]([F:26])([F:25])[F:24])[CH:18]=1.[Mg]. (4) Given the product [F:26][C:8]([F:7])([C:16]([F:24])([F:25])[C:17]([F:22])([F:23])[C:18]([F:19])([F:20])[F:21])[CH2:9][CH2:10][S:11]([CH2:13][C:14]#[N:15])(=[O:1])=[O:12], predict the reactants needed to synthesize it. The reactants are: [OH:1]S([O-])(=O)=O.[K+].[F:7][C:8]([F:26])([C:16]([F:25])([F:24])[C:17]([F:23])([F:22])[C:18]([F:21])([F:20])[F:19])[CH2:9][CH2:10][S:11]([CH2:13][C:14]#[N:15])=[O:12].S([O-])([O-])=O.[Na+].[Na+]. (5) Given the product [CH3:8][C:6]1[C:5]([CH:9]([CH2:14][CH2:15][CH3:16])[C:10]([O:12][CH3:13])=[O:11])=[C:4]([C:17]2[CH:22]=[CH:21][C:20]([CH3:23])=[CH:19][CH:18]=2)[N:3]=[C:2]([C:27]2[CH:28]=[CH:29][C:24]([CH3:33])=[CH:25][CH:26]=2)[N:7]=1, predict the reactants needed to synthesize it. The reactants are: Cl[C:2]1[N:7]=[C:6]([CH3:8])[C:5]([CH:9]([CH2:14][CH2:15][CH3:16])[C:10]([O:12][CH3:13])=[O:11])=[C:4]([C:17]2[CH:22]=[CH:21][C:20]([CH3:23])=[CH:19][CH:18]=2)[N:3]=1.[C:24]1([CH3:33])[CH:29]=[CH:28][C:27](B(O)O)=[CH:26][CH:25]=1.C(N(CC)C(C)C)(C)C. (6) Given the product [ClH:1].[Cl:1][C:2]1[CH:3]=[C:4]([CH:26]=[CH:27][CH:28]=1)[O:5][C:6]1[CH:15]=[CH:14][C:13]2[NH:12][CH:11]([CH:16]3[CH2:17][CH2:18][CH2:19][CH2:20][CH2:21]3)[CH:10]3[CH2:22][CH2:23][CH2:24][O:25][CH:9]3[C:8]=2[CH:7]=1, predict the reactants needed to synthesize it. The reactants are: [Cl:1][C:2]1[CH:3]=[C:4]([CH:26]=[CH:27][CH:28]=1)[O:5][C:6]1[CH:15]=[CH:14][C:13]2[NH:12][CH:11]([CH:16]3[CH2:21][CH2:20][CH2:19][CH2:18][CH2:17]3)[CH:10]3[CH2:22][CH2:23][CH2:24][O:25][CH:9]3[C:8]=2[CH:7]=1.Cl. (7) Given the product [ClH:1].[CH3:19][C:20]1([CH3:32])[CH:29]=[CH:28][C:27]2[C:22](=[C:23]([CH2:30][N:3]3[CH2:4][CH2:5][C:6]4([CH2:7][CH2:8][NH:9][CH2:10][CH2:11]4)[CH2:2]3)[CH:24]=[CH:25][CH:26]=2)[O:21]1, predict the reactants needed to synthesize it. The reactants are: [ClH:1].[CH2:2]1[C:6]2([CH2:11][CH2:10][N:9](C(OC(C)(C)C)=O)[CH2:8][CH2:7]2)[CH2:5][CH2:4][NH:3]1.[CH3:19][C:20]1([CH3:32])[CH:29]=[CH:28][C:27]2[C:22](=[C:23]([CH:30]=O)[CH:24]=[CH:25][CH:26]=2)[O:21]1.